This data is from Catalyst prediction with 721,799 reactions and 888 catalyst types from USPTO. The task is: Predict which catalyst facilitates the given reaction. (1) Reactant: [CH2:1]([O:8][C:9]1[CH:22]=[CH:21][C:12]([O:13][Si](C(C)(C)C)(C)C)=[C:11]([CH3:23])[CH:10]=1)[C:2]1[CH:7]=[CH:6][CH:5]=[CH:4][CH:3]=1.[F-].C([N+](CCCC)(CCCC)CCCC)CCC. Product: [CH2:1]([O:8][C:9]1[CH:22]=[CH:21][C:12]([OH:13])=[C:11]([CH3:23])[CH:10]=1)[C:2]1[CH:3]=[CH:4][CH:5]=[CH:6][CH:7]=1. The catalyst class is: 1. (2) Reactant: [Cl:1][C:2]1[CH:7]=[CH:6][CH:5]=[C:4]([F:8])[C:3]=1[C:9]1[C:13]([C:14](O)=[O:15])=[C:12]([C:17]2[CH:18]=[N:19][N:20]([C:26]3[CH:31]=[CH:30][CH:29]=[C:28]([Cl:32])[CH:27]=3)[C:21]=2[C:22]([F:25])([F:24])[F:23])[O:11][N:10]=1.[Cl-].[NH4+].CC([N:38](C)C)=O.CCN(C(C)C)C(C)C. Product: [Cl:1][C:2]1[CH:7]=[CH:6][CH:5]=[C:4]([F:8])[C:3]=1[C:9]1[C:13]([C:14]([NH2:38])=[O:15])=[C:12]([C:17]2[CH:18]=[N:19][N:20]([C:26]3[CH:31]=[CH:30][CH:29]=[C:28]([Cl:32])[CH:27]=3)[C:21]=2[C:22]([F:23])([F:25])[F:24])[O:11][N:10]=1. The catalyst class is: 413. (3) Reactant: C(OC([N:8]1[C:13]2[CH:14]=[C:15]([Cl:20])[C:16]([O:18][CH3:19])=[CH:17][C:12]=2[O:11][CH:10]([C:21](=[O:37])[NH:22][CH:23]2[CH2:28][CH2:27][N:26]([CH2:29][C:30]3[CH:35]=[CH:34][C:33]([F:36])=[CH:32][CH:31]=3)[CH2:25][CH2:24]2)[CH2:9]1)=O)(C)(C)C.FC(F)(F)C(O)=O. Product: [F:36][C:33]1[CH:34]=[CH:35][C:30]([CH2:29][N:26]2[CH2:27][CH2:28][CH:23]([NH:22][C:21]([CH:10]3[CH2:9][NH:8][C:13]4[CH:14]=[C:15]([Cl:20])[C:16]([O:18][CH3:19])=[CH:17][C:12]=4[O:11]3)=[O:37])[CH2:24][CH2:25]2)=[CH:31][CH:32]=1. The catalyst class is: 2. (4) Reactant: [NH2:1][C:2]1[N:3]([CH2:16][CH2:17][CH3:18])[N:4]=[C:5]2[C:14]=1[C:13]1[CH:12]=[CH:11][CH:10]=[CH:9][C:8]=1[NH:7][C:6]2=O.P(Cl)(Cl)([Cl:21])=O. Product: [Cl:21][C:6]1[C:5]2=[N:4][N:3]([CH2:16][CH2:17][CH3:18])[C:2]([NH2:1])=[C:14]2[C:13]2[CH:12]=[CH:11][CH:10]=[CH:9][C:8]=2[N:7]=1. The catalyst class is: 27.